This data is from Reaction yield outcomes from USPTO patents with 853,638 reactions. The task is: Predict the reaction yield, written as a fraction of the theoretical maximum amount of product (1.0 means a 100% yield; for example, 0.34 means a 34% yield). The reactants are [F:1][C:2]1[CH:3]=[C:4]2[C:8](=[CH:9][CH:10]=1)[NH:7][C:6](=[O:11])/[C:5]/2=[CH:12]\[C:13]1[NH:17][C:16]([CH3:18])=[C:15]([C:19]([OH:21])=O)[C:14]=1[CH3:22].CN(C)C=O.F[P-](F)(F)(F)(F)F.N1(O[P+](N(C)C)(N(C)C)N(C)C)C2C=CC=CC=2N=N1.[NH2:55][CH2:56][CH2:57][N:58]1[CH2:62][CH2:61][CH2:60][CH2:59]1. The catalyst is C(N(CC)CC)C. The product is [N:58]1([CH2:57][CH2:56][NH:55][C:19]([C:15]2[C:14]([CH3:22])=[C:13](/[CH:12]=[C:5]3\[C:6](=[O:11])[NH:7][C:8]4[C:4]\3=[CH:3][C:2]([F:1])=[CH:10][CH:9]=4)[NH:17][C:16]=2[CH3:18])=[O:21])[CH2:62][CH2:61][CH2:60][CH2:59]1. The yield is 0.770.